Task: Predict which catalyst facilitates the given reaction.. Dataset: Catalyst prediction with 721,799 reactions and 888 catalyst types from USPTO Reactant: OC(C(F)(F)F)=O.[F:8][C:9]1[C:14]([C:15]2[CH:20]=[CH:19][CH:18]=[C:17]([CH3:21])[CH:16]=2)=[C:13]([C@:22]([C@@H:30]2[CH2:35][CH2:34][CH2:33][NH:32][CH2:31]2)([OH:29])[CH2:23][CH2:24][CH2:25][CH2:26][O:27][CH3:28])[CH:12]=[CH:11][CH:10]=1.C(N(CC)CC)C.[N+](C1C=CC([O:50][C:51]([NH:53][C@H:54]2[CH2:59][CH2:58][CH2:57][N:56]([C:60]([O:62][C:63]([CH3:66])([CH3:65])[CH3:64])=[O:61])[CH2:55]2)=O)=CC=1)([O-])=O. Product: [F:8][C:9]1[C:14]([C:15]2[CH:20]=[CH:19][CH:18]=[C:17]([CH3:21])[CH:16]=2)=[C:13]([C@:22]([C@@H:30]2[CH2:35][CH2:34][CH2:33][N:32]([C:51]([NH:53][C@H:54]3[CH2:59][CH2:58][CH2:57][N:56]([C:60]([O:62][C:63]([CH3:66])([CH3:65])[CH3:64])=[O:61])[CH2:55]3)=[O:50])[CH2:31]2)([OH:29])[CH2:23][CH2:24][CH2:25][CH2:26][O:27][CH3:28])[CH:12]=[CH:11][CH:10]=1. The catalyst class is: 2.